Dataset: Reaction yield outcomes from USPTO patents with 853,638 reactions. Task: Predict the reaction yield, written as a fraction of the theoretical maximum amount of product (1.0 means a 100% yield; for example, 0.34 means a 34% yield). (1) The reactants are [Br:1][C:2]1[CH:3]=[C:4]([C:8]2[CH:9]=[CH:10][C:11]3[NH:16][C:15](=[O:17])[O:14][C:13]([CH3:19])([CH3:18])[C:12]=3[CH:20]=2)[CH:5]=[CH:6][CH:7]=1.[H-].[Na+].I[CH3:24].S([O-])([O-])(=O)=O.[NH4+].[NH4+]. The catalyst is CN(C=O)C.C(OCC)(=O)C. The product is [Br:1][C:2]1[CH:3]=[C:4]([C:8]2[CH:9]=[CH:10][C:11]3[N:16]([CH3:24])[C:15](=[O:17])[O:14][C:13]([CH3:18])([CH3:19])[C:12]=3[CH:20]=2)[CH:5]=[CH:6][CH:7]=1. The yield is 0.720. (2) The reactants are Br[C:2]1[S:3][CH:4]=[CH:5][N:6]=1.C(N(CC)CC)C.[CH:14]#[C:15][CH2:16][CH2:17][CH3:18]. The catalyst is COCCOC.[Cu]I.Cl[Pd](Cl)([P](C1C=CC=CC=1)(C1C=CC=CC=1)C1C=CC=CC=1)[P](C1C=CC=CC=1)(C1C=CC=CC=1)C1C=CC=CC=1. The product is [C:14]([C:2]1[S:3][CH:4]=[CH:5][N:6]=1)#[C:15][CH2:16][CH2:17][CH3:18]. The yield is 0.440.